From a dataset of Forward reaction prediction with 1.9M reactions from USPTO patents (1976-2016). Predict the product of the given reaction. (1) The product is: [CH3:18][S:17][C:13]1[N:12]=[C:11]([C:10]2[C:5]3[C:6](=[N:7][C:2]([NH:19][CH2:20][CH2:21][OH:22])=[N:3][CH:4]=3)[NH:8][N:9]=2)[CH:16]=[CH:15][N:14]=1. Given the reactants Cl[C:2]1[N:7]=[C:6]2[NH:8][N:9]=[C:10]([C:11]3[CH:16]=[CH:15][N:14]=[C:13]([S:17][CH3:18])[N:12]=3)[C:5]2=[CH:4][N:3]=1.[NH2:19][CH2:20][CH2:21][OH:22].C(N(CC)CC)C, predict the reaction product. (2) Given the reactants [CH3:1][C:2]1([CH3:16])[O:7][C:6]2[CH:8]=[CH:9][C:10]([N+:12]([O-:14])=[O:13])=[CH:11][C:5]=2[NH:4][C:3]1=O.CO.Cl, predict the reaction product. The product is: [CH3:1][C:2]1([CH3:16])[O:7][C:6]2[CH:8]=[CH:9][C:10]([N+:12]([O-:14])=[O:13])=[CH:11][C:5]=2[NH:4][CH2:3]1. (3) Given the reactants [F:1][C:2]([F:33])([F:32])[C:3]1[CH:4]=[C:5]([CH:25]=[C:26]([C:28]([F:31])([F:30])[F:29])[CH:27]=1)[C:6]([N:8]1[CH2:24][CH2:23][C:11]2([N:15]([C:16]3[CH:21]=[CH:20][CH:19]=[CH:18][CH:17]=3)[CH2:14][NH:13][C:12]2=[O:22])[CH2:10][CH2:9]1)=[O:7].[N:34]1[CH:39]=[CH:38][C:37](B(O)O)=[CH:36][CH:35]=1.C(N(CC)CC)C, predict the reaction product. The product is: [F:33][C:2]([F:1])([F:32])[C:3]1[CH:4]=[C:5]([CH:25]=[C:26]([C:28]([F:31])([F:30])[F:29])[CH:27]=1)[C:6]([N:8]1[CH2:9][CH2:10][C:11]2([N:15]([C:16]3[CH:17]=[CH:18][CH:19]=[CH:20][CH:21]=3)[CH2:14][N:13]([C:37]3[CH:38]=[CH:39][N:34]=[CH:35][CH:36]=3)[C:12]2=[O:22])[CH2:23][CH2:24]1)=[O:7].